Task: Predict the reactants needed to synthesize the given product.. Dataset: Full USPTO retrosynthesis dataset with 1.9M reactions from patents (1976-2016) (1) The reactants are: [CH3:1][C:2]1[CH:26]=[CH:25][CH:24]=[C:23]([CH3:27])[C:3]=1[CH2:4][NH:5][C:6]1[C:7]2[N:8]([C:18]([CH3:22])=[C:19]([CH3:21])[N:20]=2)[CH:9]=[C:10]([C:12](OC(C)C)=[O:13])[CH:11]=1.[CH2:28]([CH2:30][NH2:31])[OH:29]. Given the product [CH3:27][C:23]1[CH:24]=[CH:25][CH:26]=[C:2]([CH3:1])[C:3]=1[CH2:4][NH:5][C:6]1[C:7]2[N:8]([C:18]([CH3:22])=[C:19]([CH3:21])[N:20]=2)[CH:9]=[C:10]([C:12]([NH:31][CH2:30][CH2:28][OH:29])=[O:13])[CH:11]=1, predict the reactants needed to synthesize it. (2) Given the product [C:27]1([N:18]([C:12]2[CH:13]=[CH:14][CH:15]=[CH:16][CH:17]=2)[C:19]2[CH:26]=[CH:25][C:2](/[CH:1]=[C:3](/[C:4]3[CH:9]=[CH:8][C:7]([CH:34]=[CH2:35])=[CH:6][CH:5]=3)\[C:10]#[N:11])=[CH:21][CH:20]=2)[CH:28]=[CH:29][CH:30]=[CH:31][CH:32]=1, predict the reactants needed to synthesize it. The reactants are: [CH:1]([CH:3]([C:10]#[N:11])[C:4]1[CH:9]=[CH:8][CH:7]=[CH:6][CH:5]=1)=[CH2:2].[C:12]1([N:18]([C:27]2[CH:32]=[CH:31][CH:30]=[CH:29][CH:28]=2)[C:19]2[CH:26]=[CH:25]C(C=O)=[CH:21][CH:20]=2)[CH:17]=[CH:16][CH:15]=[CH:14][CH:13]=1.N1CC[CH2:35][CH2:34]1.CC(=O)OCC.